From a dataset of Experimentally validated miRNA-target interactions with 360,000+ pairs, plus equal number of negative samples. Binary Classification. Given a miRNA mature sequence and a target amino acid sequence, predict their likelihood of interaction. (1) The miRNA is mmu-miR-15a-5p with sequence UAGCAGCACAUAAUGGUUUGUG. The protein sequence of the target gene is MVLLKEYRVILPVSVDEYQVGQLYSVAEASKNETGGGEGVEVLVNEPYEKDDGEKGQYTHKIYHLQSKVPTFVRMLAPEGALNIHEKAWNAYPYCRTVITNEYMKEDFLIKIETWHKPDLGTQENVHKLEPEAWKHVEAIYIDIADRSQVLSKDYKAEEDPAKFKSVKTGRGPLGPNWKQELVNQKDCPYMCAYKLVTVKFKWWGLQNKVENFIHKQEKRLFTNFHRQLFCWLDKWVDLTMDDIRRMEEETKRQLDEMRQKDPVKGMTADD. Result: 1 (interaction). (2) The miRNA is hsa-miR-190a-5p with sequence UGAUAUGUUUGAUAUAUUAGGU. The protein sequence of the target gene is MEGQVVGRVFRLFQRRLLQLRAGPPQDNSGEALKEPERAQEHSLPNFAGGQHFFEYLLVVSLKKKRSEDDYEPIITYQFPKRENLLRGQQEEEERLLKAIPLFCFPDGNEWASLTEYPRETFSFVLTNVDGSRKIGYCRRLLPAGPGPRLPKVYCIISCIGCFGLFSKILDEVEKRHQISMAVIYPFMQGLREAAFPAPGKTVTLKSFIPDSGTEFISLTRPLDSHLEHVDFSSLLHCLSFEQILQIFASAVLERKIIFLAEGLSTLSQCIHAAAALLYPFSWAHTYIPVVPESLLATVC.... Result: 0 (no interaction). (3) The miRNA is mmu-miR-34b-5p with sequence AGGCAGUGUAAUUAGCUGAUUGU. The protein sequence of the target gene is MGSSSLSEDYRQCLERELRRGRAGVCGDPSLRAVLWQILVEDFDLHGALQDDALALFTDGLWGRADLAPALQDLARAFELLELAAVHLYLLPWRKEFTTIKTFSGGYVHVLKGVLSEELLTRSFQKMGYVRRDNHRLMVTTPPPACQLVQVALGCFALRLECEILSEVLTQLGTSVLPAEELLRARRASGDVASCVAWLQQRLAQDEEPPPLPPRGTPATYGAPVDLYQDLQEDESSEASLYGEPSPGLDSPPVELAYRPPLWEQSAKLWGSGGQPWEPPADDMHRASSPPYGALEEELE.... Result: 0 (no interaction). (4) Result: 0 (no interaction). The miRNA is hsa-miR-8087 with sequence GAAGACUUCUUGGAUUACAGGGG. The protein sequence of the target gene is MATIKSELIKNFAEEEAIHHNKISIVGTGSVGVACAISILLKGLSDELVLVDVDEGKLKGETMDLQHGSPFMKMPNIVSSKDYLVTANSNLVIITAGARQKKGETRLDLVQRNVSIFKLMIPNITQYSPHCKLLIVTNPVDILTYVAWKLSGFPKNRVIGSGCNLDSARFRYFIGQRLGIHSESCHGLILGEHGDSSVPVWSGVNIAGVPLKDLNPDIGTDKDPEQWENVHKKVISSGYEMVKMKGYTSWGISLSVADLTESILKNLRRVHPVSTLSKGLYGINEDIFLSVPCILGENGI.... (5) The miRNA is cel-miR-61-3p with sequence UGACUAGAACCGUUACUCAUC. The protein sequence of the target gene is MLPCKKRRTTVTESLQHKGNQEENNVDLESAVKPESDQVKDLSSVSLSWDPSHGRVAGFEVQSLQDAGNQLGMEDTSLSSGMLTQNTNVPILEGVDVAISQGITLPSLESFHPLNIHIGKGKLHATGSKRGKKMTLRPGPVTQEDRCDHLTLKEPFSGEPSEEVKEEGGKPQMNSEGEIPSLPSGSQSAKPVSQPRKSTQPDVCASPQEKPLRTLFHQPEEEIEDGGLFIPMEEQDNEESEKRRKKKKGTKRKRDGRGQEGTLAYDLKLDDMLDRTLEDGAKQHNLTAVNVRNILHEVIT.... Result: 0 (no interaction). (6) The miRNA is hsa-miR-541-3p with sequence UGGUGGGCACAGAAUCUGGACU. The protein sequence of the target gene is MREYKLVVLGSGGVGKSALTVQFVQGIFVEKYDPTIEDSYRKQVEVDAQQCMLEILDTAGTEQFTAMRDLYMKNGQGFALVYSITAQSTFNDLQDLREQILRVKDTDDVPMILVGNKCDLEDERVVGKEQGQNLARQWNNCAFLESSAKSKINVNEIFYDLVRQINRKTPVPGKARKKSSCQLL. Result: 0 (no interaction). (7) The miRNA is hsa-miR-518c-5p with sequence UCUCUGGAGGGAAGCACUUUCUG. The protein sequence of the target gene is MQTQRVPGRKRGRPPLHSTRVQMAVHNLYSASAASVPAVTIPKKRGRKPRYKIKSPVLMTPLALSPPRSTPEPDLSSIPQDAATIPSLVVPEALTVCLYINKQADVGPYLERRKLQQLPERLGPERPATVLQQAVQACIDCAHQPRLVFSLVKQGYRGELVSVSASFDGKQHLRSLPVVNSVGYVLRFLTKLCRSLLCDNLFSHLPFPGSIGASDKAQEREDGRTESAKVATAEECLANAVGMNRYAMDFSHRGSVTHSSSLYKRLTCGDSHLAGGPATTTSGSRTNPVPSGGSSSPGLR.... Result: 0 (no interaction). (8) The miRNA is hsa-miR-4666a-3p with sequence CAUACAAUCUGACAUGUAUUU. The protein sequence of the target gene is MGARLSRRRLPADPSLALDALPPELLVQVLSHVPPRSLVTRCRPVCRAWRDIVDGPTVWLLQLARDRSAEGRALYAVAQRCLPSNEDKEEFPLCALARYCLRAPFGRNLIFNSCGEQGFRGWEVEHGGNGWAIEKNLTPVPGAPSQTCFVTSFEWCSKRQLVDLVMEGVWQELLDSAQIEICVADWWGARENCGCVYQLRVRLLDVYEKEVVKFSASPDPVLQWTERGCRQVSHVFTNFGKGIRYVSFEQYGRDVSSWVGHYGALVTHSSVRVRIRLS. Result: 0 (no interaction). (9) The miRNA is hsa-miR-4735-3p with sequence AAAGGUGCUCAAAUUAGACAU. The protein sequence of the target gene is MVSKMIIENFEALKSWLSKTLEPICDADPSALAKYVLALVKKDKSEKELKALCIDQLDVFLQKETQIFVEKLFDAVNTKSYLPPPEQPSSGSLKVEFFPHQEKDIKKEEITKEEEREKKFSRRLNHSPPQSSSRYRENRSRDERKKDDRSRKRDYDRNPPRRDSYRDRYNRRRGRSRSYSRSRSRSWSKERLRERDRDRSRTRSRSRTRSRERDLVKPKYDLDRTDPLENNYTPVSSVPSISSGHYPVPTLSSTITVIAPTHHGNNTTESWSEFHEDQVDHNSYVRPPMPKKRCRDYDEK.... Result: 0 (no interaction).